From a dataset of Catalyst prediction with 721,799 reactions and 888 catalyst types from USPTO. Predict which catalyst facilitates the given reaction. Product: [F:1][C:2]1[CH:7]=[C:6]([NH:8][C:9]2[CH:10]=[N:11][CH:12]=[CH:13][CH:14]=2)[C:5]([NH2:15])=[CH:4][CH:3]=1. Reactant: [F:1][C:2]1[CH:3]=[CH:4][C:5]([N+:15]([O-])=O)=[C:6]([NH:8][C:9]2[CH:10]=[N:11][CH:12]=[CH:13][CH:14]=2)[CH:7]=1. The catalyst class is: 99.